From a dataset of Catalyst prediction with 721,799 reactions and 888 catalyst types from USPTO. Predict which catalyst facilitates the given reaction. (1) Reactant: [CH3:1][O:2][C:3]1[C:4]([CH:20]([OH:25])[C:21]([F:24])([F:23])[F:22])=[C:5]2[C:9](=[C:10]([CH3:12])[CH:11]=1)[N:8]([C:13]([O:15][C:16]([CH3:19])([CH3:18])[CH3:17])=[O:14])[CH:7]=[CH:6]2.CC(OI1(OC(C)=O)(OC(C)=O)OC(=O)C2C=CC=CC1=2)=O. Product: [CH3:1][O:2][C:3]1[C:4]([C:20](=[O:25])[C:21]([F:24])([F:23])[F:22])=[C:5]2[C:9](=[C:10]([CH3:12])[CH:11]=1)[N:8]([C:13]([O:15][C:16]([CH3:19])([CH3:18])[CH3:17])=[O:14])[CH:7]=[CH:6]2. The catalyst class is: 2. (2) Reactant: [CH3:1][C:2]([O:5][C@H:6]([CH3:44])[C@@H:7]([C:40]([O:42]C)=[O:41])[NH:8][C:9]([C:11]1[CH:16]=[CH:15][C:14]([C:17]2[CH:18]=[N:19][C:20]([O:23][CH3:24])=[CH:21][CH:22]=2)=[CH:13][C:12]=1[NH:25][C:26]([NH:28][C:29]1[C:34]([CH3:35])=[CH:33][C:32]([CH2:36][O:37][CH3:38])=[CH:31][C:30]=1[CH3:39])=[O:27])=[O:10])([CH3:4])[CH3:3].O.[OH-].[Li+].Cl. Product: [CH3:4][C:2]([O:5][C@H:6]([CH3:44])[C@@H:7]([C:40]([OH:42])=[O:41])[NH:8][C:9]([C:11]1[CH:16]=[CH:15][C:14]([C:17]2[CH:18]=[N:19][C:20]([O:23][CH3:24])=[CH:21][CH:22]=2)=[CH:13][C:12]=1[NH:25][C:26]([NH:28][C:29]1[C:30]([CH3:39])=[CH:31][C:32]([CH2:36][O:37][CH3:38])=[CH:33][C:34]=1[CH3:35])=[O:27])=[O:10])([CH3:1])[CH3:3]. The catalyst class is: 87. (3) Reactant: [CH2:1]([O:3][C:4]([C:6]1[S:14][C:13]2[CH:12]=[CH:11][N:10]=[CH:9][C:8]=2[C:7]=1[OH:15])=[O:5])[CH3:2].CCN(C(C)C)C(C)C.[F:25][C:26]([F:41])([C:37]([F:40])([F:39])[F:38])[C:27]([F:36])([F:35])[C:28]([F:34])([F:33])[S:29](F)(=[O:31])=[O:30]. Product: [CH2:1]([O:3][C:4]([C:6]1[S:14][C:13]2[CH:12]=[CH:11][N:10]=[CH:9][C:8]=2[C:7]=1[O:15][S:29]([C:28]([F:33])([F:34])[C:27]([F:35])([F:36])[C:26]([F:25])([F:41])[C:37]([F:40])([F:39])[F:38])(=[O:31])=[O:30])=[O:5])[CH3:2]. The catalyst class is: 79. (4) Reactant: [Cl:1][C:2]1[CH:7]=[C:6]([CH3:8])[N:5]=[C:4]([NH2:9])[N:3]=1.[H-].[Na+].Cl[CH2:13][C:14]1[CH:19]=[CH:18][C:17]([O:20][CH3:21])=[CH:16][CH:15]=1.O.CN([CH:26]=[O:27])C. Product: [Cl:1][C:2]1[CH:7]=[C:6]([CH3:8])[N:5]=[C:4]([N:9]([CH2:13][C:14]2[CH:19]=[CH:18][C:17]([O:27][CH3:26])=[CH:16][CH:15]=2)[CH2:13][C:14]2[CH:19]=[CH:18][C:17]([O:20][CH3:21])=[CH:16][CH:15]=2)[N:3]=1. The catalyst class is: 25. (5) Reactant: [CH3:1][O:2][C:3]1[CH:4]=[C:5]2[C:10](=[CH:11][C:12]=1[O:13][CH3:14])[N:9]=[CH:8][N:7]=[C:6]2[O:15][C:16]1[CH:22]=[CH:21][C:19]([NH2:20])=[CH:18][CH:17]=1.[C:23]1([CH3:29])[CH:28]=[CH:27][CH:26]=[CH:25][CH:24]=1.C(N(CC)CC)C.Cl[C:38](Cl)([O:40][C:41](=[O:47])OC(Cl)(Cl)Cl)Cl.CC1C=CC(CO)=CC=1. Product: [CH3:1][O:2][C:3]1[CH:4]=[C:5]2[C:10](=[CH:11][C:12]=1[O:13][CH3:14])[N:9]=[CH:8][N:7]=[C:6]2[O:15][C:16]1[CH:22]=[CH:21][C:19]([NH:20][C:41](=[O:47])[O:40][CH2:38][C:26]2[CH:27]=[CH:28][C:23]([CH3:29])=[CH:24][CH:25]=2)=[CH:18][CH:17]=1. The catalyst class is: 2. (6) Reactant: [C:1]([O:5][C:6]([N:8]1[CH2:13][CH:12]2[C:10]([C:14]3[CH:19]=[CH:18][C:17](Br)=[CH:16][CH:15]=3)([CH2:11]2)[CH2:9]1)=[O:7])([CH3:4])([CH3:3])[CH3:2].CC(C)([O-])C.[Na+].[F:27][C:28]([F:39])([F:38])[C:29]1[N:33]2[CH2:34][CH2:35][NH:36][CH2:37][C:32]2=[N:31][N:30]=1. Product: [C:1]([O:5][C:6]([N:8]1[CH2:13][CH:12]2[C:10]([C:14]3[CH:19]=[CH:18][C:17]([N:36]4[CH2:35][CH2:34][N:33]5[C:29]([C:28]([F:39])([F:27])[F:38])=[N:30][N:31]=[C:32]5[CH2:37]4)=[CH:16][CH:15]=3)([CH2:11]2)[CH2:9]1)=[O:7])([CH3:4])([CH3:3])[CH3:2]. The catalyst class is: 733. (7) Reactant: [CH3:1][O:2][C:3]1[CH:14]=[CH:13][C:6]([CH2:7][NH:8][CH:9]([CH3:12])[CH2:10][OH:11])=[CH:5][CH:4]=1.C(N(CC)CC)C.[Br:22][CH2:23][C:24](Br)=[O:25]. Product: [CH3:1][O:2][C:3]1[CH:14]=[CH:13][C:6]([CH2:7][N:8]([CH:9]([CH3:12])[CH2:10][OH:11])[C:24](=[O:25])[CH2:23][Br:22])=[CH:5][CH:4]=1. The catalyst class is: 4. (8) Reactant: Cl[C:2]1[CH:3]=[CH:4][C:5]2[C:15]3[C:10](=[CH:11][N:12]=[CH:13][CH:14]=3)[CH2:9][O:8][C:6]=2[CH:7]=1.[OH:16][CH2:17][C@@H:18]([NH:23][C:24](=[O:30])[O:25][C:26]([CH3:29])([CH3:28])[CH3:27])[CH2:19][CH:20]([CH3:22])[CH3:21].C(P(C(C)(C)C)C1C=CC=CC=1C1C(C(C)C)=CC(C(C)C)=CC=1C(C)C)(C)(C)C.C(=O)([O-])[O-].[Cs+].[Cs+]. Product: [CH:14]1[CH:13]=[N:12][CH:11]=[C:10]2[CH2:9][O:8][C:6]3[CH:7]=[C:2]([O:16][CH2:17][CH:18]([NH:23][C:24](=[O:30])[O:25][C:26]([CH3:27])([CH3:29])[CH3:28])[CH2:19][CH:20]([CH3:22])[CH3:21])[CH:3]=[CH:4][C:5]=3[C:15]=12. The catalyst class is: 487. (9) Reactant: [CH3:1][Si:2]([CH3:19])([CH3:18])[CH2:3][CH2:4][O:5][C:6](=[O:17])OC1C=CC([N+]([O-])=O)=CC=1.C(N(CC)CC)C.Cl.[NH:28]1[CH2:33][CH2:32][C:31](=[O:34])[CH2:30][CH2:29]1. Product: [CH3:19][Si:2]([CH3:1])([CH3:18])[CH2:3][CH2:4][O:5][C:6]([N:28]1[CH2:33][CH2:32][C:31](=[O:34])[CH2:30][CH2:29]1)=[O:17]. The catalyst class is: 840. (10) Reactant: [CH:1]1[CH:2]=[CH:3][C:4]([Cl:21])=[C:5]([C:7]2[C:14]3[CH:15]=[C:16]([Cl:19])[CH:17]=[CH:18][C:13]=3[NH:12][C:10](=[O:11])[CH:9]([OH:20])[N:8]=2)[CH:6]=1.C(O)C.ClCCl. Product: [CH:1]1[CH:2]=[CH:3][C:4]([Cl:21])=[C:5]([C:7]2[C:14]3[CH:15]=[C:16]([Cl:19])[CH:17]=[CH:18][C:13]=3[NH:12][C:10](=[O:11])[CH:9]([OH:20])[N:8]=2)[CH:6]=1. The catalyst class is: 11.